Task: Predict the product of the given reaction.. Dataset: Forward reaction prediction with 1.9M reactions from USPTO patents (1976-2016) (1) Given the reactants [C:1]([O:5][C:6]([N:8]1[CH:15]2[CH:11]([N:12]([C:19]([O:21][CH2:22][C:23]3[CH:28]=[CH:27][CH:26]=[CH:25][CH:24]=3)=[O:20])[CH2:13][CH:14]2[C:16]([OH:18])=[O:17])[CH2:10][CH2:9]1)=[O:7])([CH3:4])([CH3:3])[CH3:2].[N+](=[CH2:31])=[N-].N(N(C)C(N)=O)=O.[OH-].[K+], predict the reaction product. The product is: [CH3:31][O:17][C:16]([CH:14]1[CH2:13][N:12]([C:19]([O:21][CH2:22][C:23]2[CH:28]=[CH:27][CH:26]=[CH:25][CH:24]=2)=[O:20])[CH:11]2[CH2:10][CH2:9][N:8]([C:6]([O:5][C:1]([CH3:4])([CH3:2])[CH3:3])=[O:7])[CH:15]12)=[O:18]. (2) Given the reactants [F:1][C@@H:2]1[CH2:7][CH2:6][CH2:5][N:4]([CH2:8][C:9]2[N:10]=[C:11]([C:35]3[O:39][C:38]([CH2:40][C:41]([CH3:47])([CH3:46])[C:42]([O:44]C)=[O:43])=[N:37][N:36]=3)[S:12][C:13]=2[C:14]2[C:23]3[C:18](=[CH:19][CH:20]=[CH:21][CH:22]=3)[C:17]([S:24](=[O:34])(=[O:33])[NH:25][C@@H:26]([CH2:31][CH3:32])[C:27]([F:30])([F:29])[F:28])=[CH:16][CH:15]=2)[CH2:3]1.O[Li].O, predict the reaction product. The product is: [F:1][C@@H:2]1[CH2:7][CH2:6][CH2:5][N:4]([CH2:8][C:9]2[N:10]=[C:11]([C:35]3[O:39][C:38]([CH2:40][C:41]([CH3:46])([CH3:47])[C:42]([OH:44])=[O:43])=[N:37][N:36]=3)[S:12][C:13]=2[C:14]2[C:23]3[C:18](=[CH:19][CH:20]=[CH:21][CH:22]=3)[C:17]([S:24](=[O:34])(=[O:33])[NH:25][C@@H:26]([CH2:31][CH3:32])[C:27]([F:29])([F:30])[F:28])=[CH:16][CH:15]=2)[CH2:3]1.